Dataset: Experimentally validated miRNA-target interactions with 360,000+ pairs, plus equal number of negative samples. Task: Binary Classification. Given a miRNA mature sequence and a target amino acid sequence, predict their likelihood of interaction. (1) The miRNA is hsa-miR-1915-3p with sequence CCCCAGGGCGACGCGGCGGG. The protein sequence of the target gene is MNTKDTTEVAENSHHLKIFLPKKLLECLPRCPLLPPERLRWNTNEEIASYLITFEKHDEWLSCAPKTRPQNGSIILYNRKKVKYRKDGYLWKKRKDGKTTREDHMKLKVQGMEPVSWQCLYGCYVHSSIVPTFHRRCYWLLQNPDIVLVHYLNVPALEDCGKGCSPIFCSISSDRREWLKWSREELLGQLKPMFHGIKWSCGNGAEEFSVEQLVQQILDTHPTKPAPRTHACLCSGGLGSGSLTHKCSSTKHRIISPKVEPRALALASISHSKPPEPPPLIAPLPPELPKAHTSPSSSSS.... Result: 0 (no interaction). (2) The miRNA is hsa-miR-8071 with sequence CGGUGGACUGGAGUGGGUGG. The protein sequence of the target gene is MPEDQAGAAMEEASPYSLLDICLNFLTTHLEKFCSARQDGTLCLQEPGVFPQEVADRLLRTMAFHGLLNDGTVGIFRGNQMRLKRACIRKAKISAVAFRKAFCHHKLVELDATGVNADITITDIISGLGSNKWIQQNLQCLVLNSLTLSLEDPYERCFSRLSGLRALSITNVLFYNEDLAEVASLPRLESLDISNTSITDITALLACKDRLKSLTMHHLKCLKMTTTQILDVVRELKHLNHLDISDDKQFTSDIALRLLEQKDILPNLVSLDVSGRKHVTDKAVEAFIQQRPSMQFVGLL.... Result: 0 (no interaction). (3) The miRNA is mmu-miR-7000-3p with sequence CACCCACCUGCCUGUCCUCCAG. The protein sequence of the target gene is MPSKKKKYNARFPPARIKKIMQTDEEIGKVAAAVPVIISRALELFLESLLKKACQVTQSRNAKTMTTSHLKQCIELEQQFDFLKDLVASVPDMQGDGEDNHMDGDKGARRGRKPGSGGRKNGGMGTKSKDKKLSGTDSEQEDESEDTDTDGEEETSQPPPQASHPSAHFQSPPTPFLPFASTLPLPPAPPGPSAPDEEDEEDYDS. Result: 0 (no interaction). (4) The miRNA is mmu-miR-669f-3p with sequence CAUAUACAUACACACACACGUAU. The protein sequence of the target gene is MSSQTKFKKDKEIIAEYEAQIKEIRTQLVEQFKCLEQQSESRLQLLQDLQEFFRRKAEIELEYSRSLEKLAERFSSKIRSSREHQFKKDQYLLSPVNCWYLVLHQTRRESRDHATLNDIFMNNVIVRLSQISEDVIRLFKKSKEIGLQMHEELLKVTNELYTVMKTYHMYHAESISAESKLKEAEKQEEKQFNKSGELSMNLLRHEDRPQRRSSVKKIEKMKEKRQAKYSENKLKCTKARNDYLLNLAATNAAISKYYIHDVSDLIDCCDLGFHASLARTFRTYLSAEYNLETSRHEGLD.... Result: 1 (interaction). (5) The miRNA is rno-miR-298-5p with sequence GGCAGAGGAGGGCUGUUCUUCCC. The protein sequence of the target gene is MMANDAKPDVKTVQVLRDTANRLRIHSIRATCASGSGQLTSCCSAAEVVSVLFFHTMKYKQTDPEHPDNDRFILSRGHAAPILYAAWVEVGDISESDLLNLRKLHSDLERHPTPRLPFVDVATGSLGQGLGTACGMAYTGKYLDKASYRVFCLMGDGESSEGSVWEAFAFASHYNLDNLVAVFDVNRLGQSGPAPLEHGADIYQNCCEAFGWNTYLVDGHDVEALCQAFWQASQVKNKPTAIVAKTFKGRGIPNIEDAENWHGKPVPKERADAIVKLIESQIQTNENLIPKSPVEDSPQI.... Result: 0 (no interaction). (6) The miRNA is hsa-miR-1279 with sequence UCAUAUUGCUUCUUUCU. The protein sequence of the target gene is MSEGESKDSSGSECPVCYEKFRDLEGASRTLSCGHVFCHDCLVKYLLSTRVDGQVQRTLVCPICRYVTFLSKKSSRWPSMLDKSSQTLAVPVGLPSVPPLDSLGHTNPLAASSPAWRPPPGQARPPGSPGQSAQLPLDLLPSLPRESQIFVISRHGMPLGEQDSVLPRRSLAELSEASLAPRSARAFCCRSRALLLITLIAVVAVVAAILPWVLLVRKQA. Result: 1 (interaction).